From a dataset of Reaction yield outcomes from USPTO patents with 853,638 reactions. Predict the reaction yield, written as a fraction of the theoretical maximum amount of product (1.0 means a 100% yield; for example, 0.34 means a 34% yield). (1) The reactants are [NH2:1][C:2]1[CH:7]=[CH:6][CH:5]=[CH:4][N:3]=1.C(N(CC)CC)C.[F:15][C:16]([F:27])([F:26])[C:17](O[C:17](=[O:18])[C:16]([F:27])([F:26])[F:15])=[O:18]. The product is [F:15][C:16]([F:27])([F:26])[C:17]([N:1]=[C:2]1[CH:7]=[CH:6][CH:5]=[CH:4][NH:3]1)=[O:18]. The yield is 0.710. The catalyst is ClCCl. (2) The reactants are [C:1]1([S:7]([CH2:9][CH2:10][N:11]2[C:19]3[CH:18]=[CH:17][CH:16]=[CH:15][C:14]=3[C:13]3[CH2:20][CH2:21][N:22](C(OC(C)(C)C)=O)[CH2:23][CH2:24][C:12]2=3)=[O:8])[CH:6]=[CH:5][CH:4]=[CH:3][CH:2]=1. The catalyst is FC(F)(F)C(O)=O. The product is [C:1]1([S:7]([CH2:9][CH2:10][N:11]2[C:19]3[CH:18]=[CH:17][CH:16]=[CH:15][C:14]=3[C:13]3[CH2:20][CH2:21][NH:22][CH2:23][CH2:24][C:12]2=3)=[O:8])[CH:2]=[CH:3][CH:4]=[CH:5][CH:6]=1. The yield is 0.700. (3) The reactants are CC1(C)C(C)(C)OB([C:9]2[CH:10]=[C:11]([CH2:15][C:16]([O:18][CH2:19][CH3:20])=[O:17])[CH:12]=[CH:13][CH:14]=2)O1.Br[C:23]1[N:27]([CH3:28])[N:26]=[CH:25][CH:24]=1.C([O-])([O-])=O.[K+].[K+].O1CCOCC1. The catalyst is C1C=CC(P(C2C=CC=CC=2)[C-]2C=CC=C2)=CC=1.C1C=CC(P(C2C=CC=CC=2)[C-]2C=CC=C2)=CC=1.Cl[Pd]Cl.[Fe+2].O. The product is [CH3:28][N:27]1[C:23]([C:9]2[CH:10]=[C:11]([CH2:15][C:16]([O:18][CH2:19][CH3:20])=[O:17])[CH:12]=[CH:13][CH:14]=2)=[CH:24][CH:25]=[N:26]1. The yield is 0.700. (4) The reactants are [CH2:1]([CH:4]1[CH2:8][NH:7][C:6](=[O:9])[CH2:5]1)[CH2:2][CH3:3].[Cl:10][C:11]1[CH:16]=[CH:15][C:14]([CH2:17]Cl)=[CH:13][N:12]=1.[H-].[Na+]. The catalyst is C(#N)C. The product is [Cl:10][C:11]1[N:12]=[CH:13][C:14]([CH2:17][N:7]2[CH2:8][CH:4]([CH2:1][CH2:2][CH3:3])[CH2:5][C:6]2=[O:9])=[CH:15][CH:16]=1. The yield is 0.800. (5) The reactants are [CH3:1][O:2][C:3]1[CH:22]=[C:21]([C:23]([F:26])([F:25])[F:24])[CH:20]=[CH:19][C:4]=1[C:5]([NH:7][CH2:8][CH2:9][CH2:10][N:11]1[CH:15]=[C:14]([C:16](O)=[O:17])[N:13]=[N:12]1)=[O:6].C[NH3+].F[P-](F)(F)(F)(F)F.N1(OC(N(C)C)=[N+](C)C)C2N=CC=CC=2N=N1.F[P-](F)(F)(F)(F)F.C(N(C(C)C)CC)(C)C.Cl.[NH2:70][CH:71]([C:74]1[CH:79]=[CH:78][C:77]([CH2:80][CH3:81])=[CH:76][CH:75]=1)[C:72]#[N:73].COC(C1N=NN(CCN2CC3C(=CC=C(OC)C=3)C2=O)C=1)=O. The catalyst is O.CN(C)C(=O)C. The product is [C:72]([CH:71]([NH:70][C:16]([C:14]1[N:13]=[N:12][N:11]([CH2:10][CH2:9][CH2:8][NH:7][C:5](=[O:6])[C:4]2[CH:19]=[CH:20][C:21]([C:23]([F:25])([F:26])[F:24])=[CH:22][C:3]=2[O:2][CH3:1])[CH:15]=1)=[O:17])[C:74]1[CH:79]=[CH:78][C:77]([CH2:80][CH3:81])=[CH:76][CH:75]=1)#[N:73]. The yield is 0.660. (6) The reactants are O[CH2:2][C:3]1[CH:12]=[N:11][C:10]2[N:9]3[CH2:13][CH2:14][CH2:15][CH2:16][C@H:8]3[C:7](=[O:17])[NH:6][C:5]=2[CH:4]=1.[I-].C(C[P+](C)(C)C)#N.C(N(C(C)C)C(C)C)C.[N:35]1([C:41]2[CH:48]=[CH:47][C:44]([C:45]#[N:46])=[CH:43][N:42]=2)[CH2:40][CH2:39][NH:38][CH2:37][CH2:36]1. The yield is 0.352. The catalyst is C(#N)CC. The product is [O:17]=[C:7]1[NH:6][C:5]2[CH:4]=[C:3]([CH2:2][N:38]3[CH2:39][CH2:40][N:35]([C:41]4[CH:48]=[CH:47][C:44]([C:45]#[N:46])=[CH:43][N:42]=4)[CH2:36][CH2:37]3)[CH:12]=[N:11][C:10]=2[N:9]2[CH2:13][CH2:14][CH2:15][CH2:16][C@@H:8]12.